This data is from Peptide-MHC class II binding affinity with 134,281 pairs from IEDB. The task is: Regression. Given a peptide amino acid sequence and an MHC pseudo amino acid sequence, predict their binding affinity value. This is MHC class II binding data. (1) The peptide sequence is TLIASLVMLLVHYAI. The MHC is DRB1_0101 with pseudo-sequence DRB1_0101. The binding affinity (normalized) is 0.101. (2) The peptide sequence is YDKFLANVSFVLTGK. The MHC is DRB1_1302 with pseudo-sequence DRB1_1302. The binding affinity (normalized) is 0.899.